Dataset: Full USPTO retrosynthesis dataset with 1.9M reactions from patents (1976-2016). Task: Predict the reactants needed to synthesize the given product. (1) Given the product [N:3]1[C:4]([C:13]2[CH:14]=[C:15]([OH:17])[CH:16]=[C:11]([OH:10])[CH:12]=2)=[N:5][C:6]([C:13]2[CH:14]=[C:15]([OH:17])[CH:16]=[C:11]([OH:10])[CH:12]=2)=[N:7][C:2]=1[C:15]1[CH:14]=[C:21]([OH:24])[CH:12]=[C:11]([OH:10])[CH:16]=1, predict the reactants needed to synthesize it. The reactants are: Cl[C:2]1[N:7]=[C:6](Cl)[N:5]=[C:4](Cl)[N:3]=1.[OH:10][C:11]1[CH:12]=[C:13](B(O)O)[CH:14]=[C:15]([OH:17])[CH:16]=1.[C:21](=[O:24])([O-])[O-].[K+].[K+]. (2) Given the product [Cl:1][C:2]1[CH:7]=[CH:6][C:5]([C:8]2[CH:9]=[C:10]3[C:16]([C:17]([C:19]4[C:20]([F:33])=[C:21]([NH:26][S:27]([CH2:30][CH2:31][CH3:32])(=[O:28])=[O:29])[CH:22]=[CH:23][C:24]=4[F:25])=[O:18])=[CH:15][NH:14][C:11]3=[N:12][CH:13]=2)=[CH:4][CH:3]=1, predict the reactants needed to synthesize it. The reactants are: [Cl:1][C:2]1[CH:7]=[CH:6][C:5]([C:8]2[CH:9]=[C:10]3[C:16]([C:17]([C:19]4[C:20]([F:33])=[C:21]([NH:26][S:27]([CH2:30][CH2:31][CH3:32])(=[O:29])=[O:28])[CH:22]=[CH:23][C:24]=4[F:25])=[O:18])=[CH:15][N:14](C(=O)C4C(Cl)=CC=CC=4Cl)[C:11]3=[N:12][CH:13]=2)=[CH:4][CH:3]=1.N.C(O)(C)C. (3) Given the product [CH3:16][C:17]1[C:18]([N:24]2[CH2:25][CH2:26][N:27]([C:11]([C:10]3[CH:9]=[CH:8][C:7]([N:3]4[C:2](=[O:1])[CH2:6][S:5][CH2:4]4)=[CH:15][CH:14]=3)=[O:13])[CH2:28][CH2:29]2)=[N:19][CH:20]=[C:21]([CH3:23])[CH:22]=1, predict the reactants needed to synthesize it. The reactants are: [O:1]=[C:2]1[CH2:6][S:5][CH2:4][N:3]1[C:7]1[CH:15]=[CH:14][C:10]([C:11]([OH:13])=O)=[CH:9][CH:8]=1.[CH3:16][C:17]1[C:18]([N:24]2[CH2:29][CH2:28][NH:27][CH2:26][CH2:25]2)=[N:19][CH:20]=[C:21]([CH3:23])[CH:22]=1.